From a dataset of Catalyst prediction with 721,799 reactions and 888 catalyst types from USPTO. Predict which catalyst facilitates the given reaction. (1) Reactant: [CH3:1][NH:2][CH2:3][CH2:4][CH2:5][CH2:6][C:7]([OH:9])=[O:8].[OH-].[Na+].[C:20](O[C:20]([O:22][C:23]([CH3:26])([CH3:25])[CH3:24])=[O:21])([O:22][C:23]([CH3:26])([CH3:25])[CH3:24])=[O:21].CCCCC. Product: [C:23]([O:22][C:20]([N:2]([CH3:1])[CH2:3][CH2:4][CH2:5][CH2:6][C:7]([OH:9])=[O:8])=[O:21])([CH3:24])([CH3:25])[CH3:26]. The catalyst class is: 38. (2) Reactant: Cl[C:2]1[CH:7]=[N:6][CH:5]=[C:4]([Cl:8])[N:3]=1.[C-]#N.[K+].C[N:13]([CH:15]=[O:16])C. Product: [Cl:8][C:4]1[N:3]=[C:2]([C:15]([NH2:13])=[O:16])[CH:7]=[N:6][CH:5]=1. The catalyst class is: 6. (3) Reactant: [CH:1]([NH:4][C:5]1[C:14]([CH3:15])=[CH:13][C:8]([C:9]([O:11]C)=[O:10])=[CH:7][N:6]=1)([CH3:3])[CH3:2]. The catalyst class is: 33. Product: [CH:1]([NH:4][C:5]1[C:14]([CH3:15])=[CH:13][C:8]([C:9]([OH:11])=[O:10])=[CH:7][N:6]=1)([CH3:3])[CH3:2]. (4) Reactant: [CH3:1][C:2]1[CH:7]=[C:6]([C:8]2[C:13]([C:14]([F:17])([F:16])[F:15])=[CH:12][C:11]([CH2:18][C:19](OC(C)(C)C)=[O:20])=[CH:10][N:9]=2)[CH:5]=[CH:4][N:3]=1.C(O)(C(F)(F)F)=O.[NH2:33][C:34]1[N:39]=[CH:38][C:37]([N:40]2[CH2:45][CH2:44][N:43]([C:46](=[O:48])[CH3:47])[CH2:42][CH2:41]2)=[CH:36][CH:35]=1.CCN(C(C)C)C(C)C.F[P-](F)(F)(F)(F)F.N1(OC(N(C)C)=[N+](C)C)C2N=CC=CC=2N=N1. Product: [C:46]([N:43]1[CH2:42][CH2:41][N:40]([C:37]2[CH:36]=[CH:35][C:34]([NH:33][C:19](=[O:20])[CH2:18][C:11]3[CH:12]=[C:13]([C:14]([F:16])([F:17])[F:15])[C:8]([C:6]4[CH:5]=[CH:4][N:3]=[C:2]([CH3:1])[CH:7]=4)=[N:9][CH:10]=3)=[N:39][CH:38]=2)[CH2:45][CH2:44]1)(=[O:48])[CH3:47]. The catalyst class is: 2. (5) Reactant: [CH2:1]([OH:6])[C:2]([F:5])([F:4])[F:3].CC(C)([O-:10])C.[Na+].Cl[C:14]1[C:23]2[C:18](=[CH:19][CH:20]=[C:21]([S:24][C:25]3[N:29]4[CH:30]=[C:31]([C:34]5[CH:35]=[N:36][N:37]([CH3:39])[CH:38]=5)[CH:32]=[CH:33][C:28]4=[N:27][N:26]=3)[CH:22]=2)[N:17]=[CH:16][C:15]=1[C:40]1[CH:41]=[N:42][N:43]([CH3:45])[CH:44]=1. Product: [CH3:45][N:43]1[CH:44]=[C:40]([C:15]2[C:16](=[O:10])[NH:17][C:18]3[C:23]([C:14]=2[O:6][CH2:1][C:2]([F:5])([F:4])[F:3])=[CH:22][C:21]([S:24][C:25]2[N:29]4[CH:30]=[C:31]([C:34]5[CH:35]=[N:36][N:37]([CH3:39])[CH:38]=5)[CH:32]=[CH:33][C:28]4=[N:27][N:26]=2)=[CH:20][CH:19]=3)[CH:41]=[N:42]1. The catalyst class is: 16. (6) Reactant: [CH2:1]([O:8][C:9]1[N:14]=[C:13](Cl)[C:12]([F:16])=[CH:11][N:10]=1)[C:2]1[CH:7]=[CH:6][CH:5]=[CH:4][CH:3]=1.[F:17][C:18]([F:28])([F:27])[C:19]1[CH:20]=[C:21]([NH:25][NH2:26])[CH:22]=[CH:23][CH:24]=1.C(O)C.C(N(CC)CC)C. Product: [CH2:1]([O:8][C:9]1[N:14]=[C:13]([NH:26][NH:25][C:21]2[CH:22]=[CH:23][CH:24]=[C:19]([C:18]([F:17])([F:28])[F:27])[CH:20]=2)[C:12]([F:16])=[CH:11][N:10]=1)[C:2]1[CH:7]=[CH:6][CH:5]=[CH:4][CH:3]=1. The catalyst class is: 28.